From a dataset of Catalyst prediction with 721,799 reactions and 888 catalyst types from USPTO. Predict which catalyst facilitates the given reaction. (1) Reactant: [Cl:1][C:2]1[CH:3]=[C:4]([CH2:9][N:10]2[CH:14]=[C:13]([C:15]([NH:17][C:18]3[S:19][C:20]([C:23](O)=[O:24])=[CH:21][N:22]=3)=[O:16])[N:12]=[N:11]2)[CH:5]=[CH:6][C:7]=1[Cl:8].[NH2:26][CH2:27][CH2:28][OH:29].CN(C(ON1N=NC2C=CC=NC1=2)=[N+](C)C)C.F[P-](F)(F)(F)(F)F.CCN(C(C)C)C(C)C. Product: [Cl:1][C:2]1[CH:3]=[C:4]([CH2:9][N:10]2[CH:14]=[C:13]([C:15]([NH:17][C:18]3[S:19][C:20]([C:23]([NH:26][CH2:27][CH2:28][OH:29])=[O:24])=[CH:21][N:22]=3)=[O:16])[N:12]=[N:11]2)[CH:5]=[CH:6][C:7]=1[Cl:8]. The catalyst class is: 3. (2) Reactant: [CH3:1][N:2]1[C:7]2[N:8]=[C:9]([N:13]3[CH2:18][CH2:17][N:16]([CH2:19][C:20]4[N:25]=[CH:24][CH:23]=[CH:22][N:21]=4)[CH2:15][CH2:14]3)[NH:10][C:11](=[O:12])[C:6]=2[CH2:5][CH2:4][CH2:3]1.C(O)C.O.[C:30]1(C)[C:31]([S:36]([OH:39])(=[O:38])=[O:37])=[CH:32][CH:33]=[CH:34][CH:35]=1. Product: [CH3:1][C:34]1[CH:35]=[CH:30][C:31]([S:36]([OH:39])(=[O:37])=[O:38])=[CH:32][CH:33]=1.[CH3:1][N:2]1[C:7]2[N:8]=[C:9]([N:13]3[CH2:14][CH2:15][N:16]([CH2:19][C:20]4[N:21]=[CH:22][CH:23]=[CH:24][N:25]=4)[CH2:17][CH2:18]3)[NH:10][C:11](=[O:12])[C:6]=2[CH2:5][CH2:4][CH2:3]1. The catalyst class is: 194.